From a dataset of Full USPTO retrosynthesis dataset with 1.9M reactions from patents (1976-2016). Predict the reactants needed to synthesize the given product. (1) Given the product [P:41]([OH:50])([OH:61])([O:29][C:26]([CH3:28])([CH3:27])[CH2:25][O:24][C:21]1[CH:22]=[CH:23][C:18]([N:13]2[C:14](=[O:17])[C:15]3[S:16][C:8]([C:5]4[CH:6]=[CH:7][C:2]([Cl:1])=[CH:3][CH:4]=4)=[CH:9][C:10]=3[N:11]=[CH:12]2)=[CH:19][C:20]=1[O:30][CH3:31])=[O:42], predict the reactants needed to synthesize it. The reactants are: [Cl:1][C:2]1[CH:7]=[CH:6][C:5]([C:8]2[S:16][C:15]3[C:14](=[O:17])[N:13]([C:18]4[CH:23]=[CH:22][C:21]([O:24][CH2:25][C:26]([OH:29])([CH3:28])[CH3:27])=[C:20]([O:30][CH3:31])[CH:19]=4)[CH:12]=[N:11][C:10]=3[CH:9]=2)=[CH:4][CH:3]=1.N1C=NC=N1.C(N(C(C)C)[P:41]([O:50]CC1C=CC=CC=1)[O:42]CC1C=CC=CC=1)(C)C.[OH:61]O.O. (2) Given the product [CH:10]([C:7]1[O:8][CH:9]=[C:5]([CH2:4][NH:2][CH3:1])[N:6]=1)([CH3:12])[CH3:11], predict the reactants needed to synthesize it. The reactants are: [CH3:1][NH2:2].Cl[CH2:4][C:5]1[N:6]=[C:7]([CH:10]([CH3:12])[CH3:11])[O:8][CH:9]=1. (3) The reactants are: [CH:1]1([CH2:7][NH:8][C:9]2[CH:27]=[CH:26][C:12]([C:13]([N:15]([CH2:21][C:22]([F:25])([F:24])[F:23])[CH2:16][C:17]([F:20])([F:19])[F:18])=[O:14])=[CH:11][C:10]=2[N+:28]([O-])=O)[CH2:6][CH2:5][CH2:4][CH2:3][CH2:2]1. Given the product [NH2:28][C:10]1[CH:11]=[C:12]([CH:26]=[CH:27][C:9]=1[NH:8][CH2:7][CH:1]1[CH2:6][CH2:5][CH2:4][CH2:3][CH2:2]1)[C:13]([N:15]([CH2:21][C:22]([F:23])([F:24])[F:25])[CH2:16][C:17]([F:19])([F:20])[F:18])=[O:14], predict the reactants needed to synthesize it. (4) Given the product [C:10]([O:9][C:8](=[O:14])[NH:7][CH:4]1[CH2:3][CH2:2][N:1]([C:26](=[O:27])[CH2:25][Cl:24])[CH2:6][CH2:5]1)([CH3:11])([CH3:13])[CH3:12], predict the reactants needed to synthesize it. The reactants are: [NH:1]1[CH2:6][CH2:5][CH:4]([NH:7][C:8](=[O:14])[O:9][C:10]([CH3:13])([CH3:12])[CH3:11])[CH2:3][CH2:2]1.CCN(C(C)C)C(C)C.[Cl:24][CH2:25][C:26](Cl)=[O:27].Cl.